This data is from Reaction yield outcomes from USPTO patents with 853,638 reactions. The task is: Predict the reaction yield, written as a fraction of the theoretical maximum amount of product (1.0 means a 100% yield; for example, 0.34 means a 34% yield). The reactants are N1C=CN=C1CN1C(=O)C[O:10][C:9]2N=C(C3C=CC(C4(N)CCC4)=CC=3)C(C3C=CC=CC=3)=CC1=2.C(OC(=O)[NH:41][C:42]1([C:46]2[CH:51]=[CH:50][C:49]([C:52]3[C:53]([C:69]4[CH:74]=[CH:73][CH:72]=[CH:71][CH:70]=4)=[CH:54][C:55]4[N:60]([CH2:61][C:62]5([CH3:66])C[O:64][CH2:63]5)[C:59](=[O:67])[CH2:58][O:57][C:56]=4[N:68]=3)=[CH:48][CH:47]=2)[CH2:45][CH2:44][CH2:43]1)(C)(C)C. No catalyst specified. The product is [NH2:41][C:42]1([C:46]2[CH:47]=[CH:48][C:49]([C:52]3[C:53]([C:69]4[CH:70]=[CH:71][CH:72]=[CH:73][CH:74]=4)=[CH:54][C:55]4[N:60]([CH2:61][C:62]([CH2:9][OH:10])([CH3:66])[CH2:63][OH:64])[C:59](=[O:67])[CH2:58][O:57][C:56]=4[N:68]=3)=[CH:50][CH:51]=2)[CH2:45][CH2:44][CH2:43]1. The yield is 0.790.